Predict the reaction yield, written as a fraction of the theoretical maximum amount of product (1.0 means a 100% yield; for example, 0.34 means a 34% yield). From a dataset of Reaction yield outcomes from USPTO patents with 853,638 reactions. (1) The reactants are [CH:1]([C:3]1[CH:11]=[CH:10][C:6]([C:7]([OH:9])=[O:8])=[CH:5][CH:4]=1)=O.[F:12][C:13]1[CH:19]=[CH:18][CH:17]=[CH:16][C:14]=1[NH2:15].[B][B][B][B][B][B][B][B][B][B]. The catalyst is CO. The product is [F:12][C:13]1[CH:19]=[CH:18][CH:17]=[CH:16][C:14]=1[NH:15][CH2:1][C:3]1[CH:11]=[CH:10][C:6]([C:7]([OH:9])=[O:8])=[CH:5][CH:4]=1. The yield is 0.990. (2) The reactants are [CH2:1]([O:8][C:9]1[CH:14]=[CH:13][C:12]([OH:15])=[CH:11][CH:10]=1)[C:2]1[CH:7]=[CH:6][CH:5]=[CH:4][CH:3]=1.[CH3:16][S:17](Cl)(=[O:19])=[O:18]. The catalyst is C(Cl)Cl. The product is [CH3:16][S:17]([O:15][C:12]1[CH:11]=[CH:10][C:9]([O:8][CH2:1][C:2]2[CH:3]=[CH:4][CH:5]=[CH:6][CH:7]=2)=[CH:14][CH:13]=1)(=[O:19])=[O:18]. The yield is 0.956. (3) The reactants are [C:1]1([C:14]([OH:16])=[O:15])[C:10]2[C:5](=[CH:6][CH:7]=[CH:8][CH:9]=2)[C:4]([C:11]([OH:13])=O)=[CH:3][CH:2]=1.[NH2:17][CH2:18][C@@H:19]([OH:36])[CH2:20][N:21]1[CH2:26][CH2:25][CH:24]([O:27][C:28]2[CH:33]=[CH:32][C:31]([Cl:34])=[C:30]([Cl:35])[CH:29]=2)[CH2:23][CH2:22]1.C(N(CC)CC)C.C1CN([P+](Br)(N2CCCC2)N2CCCC2)CC1.F[P-](F)(F)(F)(F)F. The catalyst is CN1CCCC1=O. The product is [Cl:35][C:30]1[CH:29]=[C:28]([CH:33]=[CH:32][C:31]=1[Cl:34])[O:27][CH:24]1[CH2:23][CH2:22][N:21]([CH2:20][C@H:19]([OH:36])[CH2:18][NH:17][C:11]([C:4]2[C:5]3[C:10](=[CH:9][CH:8]=[CH:7][CH:6]=3)[C:1]([C:14]([OH:16])=[O:15])=[CH:2][CH:3]=2)=[O:13])[CH2:26][CH2:25]1. The yield is 0.200. (4) The reactants are [Cl:1][C:2]1[CH:7]=[CH:6][C:5]([C:8]2[C:9]([C:28]3[CH:33]=[CH:32][N:31]=[CH:30][CH:29]=3)=[N:10][N:11]3[C:16]([CH:17]4[CH2:22][CH2:21][NH:20][CH2:19][CH2:18]4)=[C:15]([C:23]([O:25][CH2:26][CH3:27])=[O:24])[N:14]=[N:13][C:12]=23)=[CH:4][C:3]=1[O:34][CH3:35].I[CH2:37][CH3:38].C(=O)([O-])[O-].[K+].[K+].O. The catalyst is CN(C)C=O. The product is [Cl:1][C:2]1[CH:7]=[CH:6][C:5]([C:8]2[C:9]([C:28]3[CH:29]=[CH:30][N:31]=[CH:32][CH:33]=3)=[N:10][N:11]3[C:16]([CH:17]4[CH2:22][CH2:21][N:20]([CH2:37][CH3:38])[CH2:19][CH2:18]4)=[C:15]([C:23]([O:25][CH2:26][CH3:27])=[O:24])[N:14]=[N:13][C:12]=23)=[CH:4][C:3]=1[O:34][CH3:35]. The yield is 0.600. (5) The reactants are [Cl:1][C:2]1[CH:3]=[CH:4][C:5]([OH:12])=[C:6]([NH:8][C:9]([NH2:11])=[O:10])[CH:7]=1.C(=O)([O-])[O-].[Cs+].[Cs+].[CH2:19]([CH:21]1[O:23][CH2:22]1)Br. The catalyst is CN(C=O)C. The product is [Cl:1][C:2]1[CH:3]=[CH:4][C:5]([O:12][CH2:19][CH:21]2[CH2:22][O:23]2)=[C:6]([NH:8][C:9]([NH2:11])=[O:10])[CH:7]=1. The yield is 0.265. (6) The reactants are [CH:1]([C:3]1[CH2:8][CH2:7][CH2:6][CH2:5][C:4]=1[C:9]1[CH:14]=[CH:13][C:12]([NH:15][C:16](=[O:25])[C:17]2[C:22]([F:23])=[CH:21][CH:20]=[CH:19][C:18]=2[F:24])=[CH:11][CH:10]=1)=[O:2].S([CH2:36][N+:37]#[C-:38])(C1C=CC(C)=CC=1)(=O)=O.C([O-])([O-])=O.[K+].[K+]. The catalyst is CO. The product is [O:2]1[C:1]([C:3]2[CH2:8][CH2:7][CH2:6][CH2:5][C:4]=2[C:9]2[CH:14]=[CH:13][C:12]([NH:15][C:16](=[O:25])[C:17]3[C:18]([F:24])=[CH:19][CH:20]=[CH:21][C:22]=3[F:23])=[CH:11][CH:10]=2)=[CH:38][N:37]=[CH:36]1. The yield is 0.650.